This data is from NCI-60 drug combinations with 297,098 pairs across 59 cell lines. The task is: Regression. Given two drug SMILES strings and cell line genomic features, predict the synergy score measuring deviation from expected non-interaction effect. (1) Drug 1: CC1C(C(CC(O1)OC2CC(CC3=C2C(=C4C(=C3O)C(=O)C5=C(C4=O)C(=CC=C5)OC)O)(C(=O)C)O)N)O.Cl. Drug 2: C1CC(C1)(C(=O)O)C(=O)O.[NH2-].[NH2-].[Pt+2]. Cell line: UACC-257. Synergy scores: CSS=17.4, Synergy_ZIP=-3.06, Synergy_Bliss=3.94, Synergy_Loewe=-1.28, Synergy_HSA=2.66. (2) Drug 1: CCC1=CC2CC(C3=C(CN(C2)C1)C4=CC=CC=C4N3)(C5=C(C=C6C(=C5)C78CCN9C7C(C=CC9)(C(C(C8N6C)(C(=O)OC)O)OC(=O)C)CC)OC)C(=O)OC.C(C(C(=O)O)O)(C(=O)O)O. Drug 2: CS(=O)(=O)CCNCC1=CC=C(O1)C2=CC3=C(C=C2)N=CN=C3NC4=CC(=C(C=C4)OCC5=CC(=CC=C5)F)Cl. Cell line: OVCAR-8. Synergy scores: CSS=19.8, Synergy_ZIP=1.10, Synergy_Bliss=2.40, Synergy_Loewe=-13.2, Synergy_HSA=2.24. (3) Drug 1: C1=CC(=CC=C1CCC2=CNC3=C2C(=O)NC(=N3)N)C(=O)NC(CCC(=O)O)C(=O)O. Drug 2: COC1=NC(=NC2=C1N=CN2C3C(C(C(O3)CO)O)O)N. Cell line: HT29. Synergy scores: CSS=30.3, Synergy_ZIP=-1.43, Synergy_Bliss=-4.71, Synergy_Loewe=-26.0, Synergy_HSA=-5.82.